This data is from Reaction yield outcomes from USPTO patents with 853,638 reactions. The task is: Predict the reaction yield, written as a fraction of the theoretical maximum amount of product (1.0 means a 100% yield; for example, 0.34 means a 34% yield). (1) The reactants are [CH2:1]([O:3][C:4]([C:6]1[CH:7]=[N:8][C:9]2[C:14]([C:15]=1Cl)=[CH:13][CH:12]=[CH:11][C:10]=2[N+:17]([O-])=O)=[O:5])[CH3:2].[F:20][C:21]1[CH:28]=[CH:27][CH:26]=[CH:25][C:22]=1[CH2:23][NH2:24]. The yield is 0.920. The product is [CH2:1]([O:3][C:4]([C:6]1[CH:7]=[N:8][C:9]2[C:14]([C:15]=1[NH:24][CH2:23][C:22]1[CH:25]=[CH:26][CH:27]=[CH:28][C:21]=1[F:20])=[CH:13][CH:12]=[CH:11][C:10]=2[NH2:17])=[O:5])[CH3:2]. No catalyst specified. (2) The reactants are [NH2:1][C@@H:2]([C:6]([OH:8])=[O:7])[CH2:3][CH2:4][OH:5].C([O-])([O-])=O.[K+].[K+].[Cl:15][C:16]1[C:23]([CH3:24])=[C:22](F)[CH:21]=[CH:20][C:17]=1[C:18]#[N:19]. The catalyst is CS(C)=O. The product is [Cl:15][C:16]1[C:23]([CH3:24])=[C:22]([NH:1][C@H:2]([CH2:3][CH2:4][OH:5])[C:6]([OH:8])=[O:7])[CH:21]=[CH:20][C:17]=1[C:18]#[N:19]. The yield is 0.600. (3) The reactants are O[CH2:2][C:3]1[CH:12]=[N:11][C:10]2[N:9]3[CH2:13][CH2:14][S:15][CH2:16][C@H:8]3[C:7](=[O:17])[NH:6][C:5]=2[CH:4]=1.[I-].C(C[P+](C)(C)C)#N.CCN(C(C)C)C(C)C.[N:35]1([C:41]2[CH:51]=[CH:50][C:44]([C:45]([O:47][CH2:48][CH3:49])=[O:46])=[CH:43][CH:42]=2)[CH2:40][CH2:39][NH:38][CH2:37][CH2:36]1. The catalyst is C(#N)CC.CCO.O. The product is [O:17]=[C:7]1[NH:6][C:5]2[CH:4]=[C:3]([CH2:2][N:38]3[CH2:37][CH2:36][N:35]([C:41]4[CH:42]=[CH:43][C:44]([C:45]([O:47][CH2:48][CH3:49])=[O:46])=[CH:50][CH:51]=4)[CH2:40][CH2:39]3)[CH:12]=[N:11][C:10]=2[N:9]2[CH2:13][CH2:14][S:15][CH2:16][C@@H:8]12. The yield is 0.820. (4) The reactants are [NH:1]1[CH2:6][CH2:5][CH2:4][CH2:3][CH2:2]1.[Cl:7][C:8]1[CH:15]=[CH:14][CH:13]=[CH:12][C:9]=1[CH:10]=O.C(Cl)(=O)C. No catalyst specified. The product is [Cl-:7].[Cl:7][C:8]1[CH:15]=[CH:14][CH:13]=[CH:12][C:9]=1[CH:10]=[N+:1]1[CH2:6][CH2:5][CH2:4][CH2:3][CH2:2]1. The yield is 0.580. (5) The reactants are [C:1]([O:5][C:6]([NH:8][CH:9]([CH2:15][C:16]1[CH:21]=[CH:20][CH:19]=[CH:18][CH:17]=1)[C@H:10]([OH:14])[C:11]([OH:13])=O)=[O:7])([CH3:4])([CH3:3])[CH3:2].[CH:22]1([NH2:25])[CH2:24][CH2:23]1.C(N(CC)C(C)C)(C)C.CN(C(ON1N=NC2C=CC=NC1=2)=[N+](C)C)C.F[P-](F)(F)(F)(F)F. The catalyst is ClCCl. The product is [C:1]([O:5][C:6](=[O:7])[NH:8][C@@H:9]([CH2:15][C:16]1[CH:21]=[CH:20][CH:19]=[CH:18][CH:17]=1)[CH:10]([C:11](=[O:13])[NH:25][CH:22]1[CH2:24][CH2:23]1)[OH:14])([CH3:2])([CH3:3])[CH3:4]. The yield is 0.280.